The task is: Predict the reaction yield, written as a fraction of the theoretical maximum amount of product (1.0 means a 100% yield; for example, 0.34 means a 34% yield).. This data is from Reaction yield outcomes from USPTO patents with 853,638 reactions. The reactants are [C:1]1([N:7]([CH2:30][CH2:31][C:32]([O:34][CH2:35][CH3:36])=[O:33])[C:8]([C:10]2[CH:29]=[CH:28][C:13]3[N:14]([CH3:27])[C:15]([CH2:17][CH2:18][C:19]4[CH:24]=[CH:23][C:22]([C:25]#[N:26])=[CH:21][CH:20]=4)=[N:16][C:12]=3[CH:11]=2)=[O:9])[CH:6]=[CH:5][CH:4]=[CH:3][CH:2]=1.[ClH:37].C(O)C.C(=O)([O-])[O-].[NH4+:45].[NH4+]. The catalyst is ClCCl.C(O)C. The product is [ClH:37].[C:1]1([N:7]([CH2:30][CH2:31][C:32]([O:34][CH2:35][CH3:36])=[O:33])[C:8]([C:10]2[CH:29]=[CH:28][C:13]3[N:14]([CH3:27])[C:15]([CH2:17][CH2:18][C:19]4[CH:24]=[CH:23][C:22]([C:25](=[NH:45])[NH2:26])=[CH:21][CH:20]=4)=[N:16][C:12]=3[CH:11]=2)=[O:9])[CH:6]=[CH:5][CH:4]=[CH:3][CH:2]=1. The yield is 0.860.